Dataset: Catalyst prediction with 721,799 reactions and 888 catalyst types from USPTO. Task: Predict which catalyst facilitates the given reaction. (1) Reactant: [CH2:1]([O:3][C:4]1[C:5](/[C:17](/[CH2:29][CH3:30])=[CH:18]\[CH:19]=[CH:20]\[C:21](\[CH3:28])=[CH:22]\[C:23]([O:25]CC)=[O:24])=[CH:6][C:7]2[C:8]([CH3:16])=[CH:9][CH2:10][C:11]([CH3:15])([CH3:14])[C:12]=2[CH:13]=1)[CH3:2].[OH-].[Na+].Cl. Product: [CH2:1]([O:3][C:4]1[C:5](/[C:17](/[CH2:29][CH3:30])=[CH:18]\[CH:19]=[CH:20]\[C:21](\[CH3:28])=[CH:22]\[C:23]([OH:25])=[O:24])=[CH:6][C:7]2[C:8]([CH3:16])=[CH:9][CH2:10][C:11]([CH3:15])([CH3:14])[C:12]=2[CH:13]=1)[CH3:2]. The catalyst class is: 353. (2) Reactant: [OH:1][C:2]1[CH:7]=[CH:6][C:5]([CH2:8][CH2:9][C:10]([O:12][CH3:13])=[O:11])=[CH:4][CH:3]=1.[C:14]1([C:20]([C:22]2[CH:23]=[C:24]([CH2:28]O)[CH:25]=[CH:26][CH:27]=2)=[CH2:21])[CH:19]=[CH:18][CH:17]=[CH:16][CH:15]=1.C(P(CCCC)CCCC)CCC.N(C(N1CCCCC1)=O)=NC(N1CCCCC1)=O. Product: [C:14]1([C:20]([C:22]2[CH:23]=[C:24]([CH:25]=[CH:26][CH:27]=2)[CH2:28][O:1][C:2]2[CH:3]=[CH:4][C:5]([CH2:8][CH2:9][C:10]([O:12][CH3:13])=[O:11])=[CH:6][CH:7]=2)=[CH2:21])[CH:15]=[CH:16][CH:17]=[CH:18][CH:19]=1. The catalyst class is: 345. (3) Reactant: [F:1][C:2]([F:26])([F:25])[C:3]1[CH:8]=[CH:7][CH:6]=[CH:5][C:4]=1[C:9]1[CH:14]=[CH:13][CH:12]=[C:11]([C:15]2[S:16][CH:17]=[C:18]([C:20]([O:22]CC)=O)[N:19]=2)[CH:10]=1.[NH3:27]. Product: [F:1][C:2]([F:25])([F:26])[C:3]1[CH:8]=[CH:7][CH:6]=[CH:5][C:4]=1[C:9]1[CH:14]=[CH:13][CH:12]=[C:11]([C:15]2[S:16][CH:17]=[C:18]([C:20]([NH2:27])=[O:22])[N:19]=2)[CH:10]=1. The catalyst class is: 5. (4) Reactant: [CH3:1][O:2][C:3]1[CH:8]=[C:7]([C:9]2[CH:10]=[C:11]([CH2:16]O)[CH:12]=[CH:13][C:14]=2[CH3:15])[CH:6]=[CH:5][N:4]=1.P(Br)(Br)[Br:19].O. Product: [Br:19][CH2:16][C:11]1[CH:12]=[CH:13][C:14]([CH3:15])=[C:9]([C:7]2[CH:6]=[CH:5][N:4]=[C:3]([O:2][CH3:1])[CH:8]=2)[CH:10]=1. The catalyst class is: 1. (5) Reactant: [I:1][C:2]1[CH:3]=[C:4]([CH:9]=[CH:10][CH:11]=1)[C:5]([NH:7][NH2:8])=[O:6].[C:12](N1C=CN=C1)(N1C=CN=C1)=[O:13].Cl.O. Product: [I:1][C:2]1[CH:3]=[C:4]([C:5]2[O:6][C:12](=[O:13])[NH:8][N:7]=2)[CH:9]=[CH:10][CH:11]=1. The catalyst class is: 1. (6) Reactant: [C:1]([C:5]1[CH:10]=[CH:9][C:8]([NH:11][C:12]([NH:14][C@@H:15]([CH3:19])[CH2:16][CH2:17][OH:18])=[O:13])=[CH:7][CH:6]=1)([CH3:4])([CH3:3])[CH3:2]. Product: [C:1]([C:5]1[CH:10]=[CH:9][C:8]([NH:11][C:12]([NH:14][C@@H:15]([CH3:19])[CH2:16][CH:17]=[O:18])=[O:13])=[CH:7][CH:6]=1)([CH3:4])([CH3:2])[CH3:3]. The catalyst class is: 425.